Dataset: NCI-60 drug combinations with 297,098 pairs across 59 cell lines. Task: Regression. Given two drug SMILES strings and cell line genomic features, predict the synergy score measuring deviation from expected non-interaction effect. (1) Drug 1: C1=CC(=CC=C1CCC2=CNC3=C2C(=O)NC(=N3)N)C(=O)NC(CCC(=O)O)C(=O)O. Drug 2: CC(C1=C(C=CC(=C1Cl)F)Cl)OC2=C(N=CC(=C2)C3=CN(N=C3)C4CCNCC4)N. Cell line: BT-549. Synergy scores: CSS=8.61, Synergy_ZIP=-1.85, Synergy_Bliss=1.55, Synergy_Loewe=-7.16, Synergy_HSA=-2.18. (2) Drug 1: CCC1=C2CN3C(=CC4=C(C3=O)COC(=O)C4(CC)O)C2=NC5=C1C=C(C=C5)O. Drug 2: CCC1(C2=C(COC1=O)C(=O)N3CC4=CC5=C(C=CC(=C5CN(C)C)O)N=C4C3=C2)O.Cl. Cell line: M14. Synergy scores: CSS=49.6, Synergy_ZIP=1.45, Synergy_Bliss=2.15, Synergy_Loewe=-1.76, Synergy_HSA=5.07. (3) Drug 1: CC=C1C(=O)NC(C(=O)OC2CC(=O)NC(C(=O)NC(CSSCCC=C2)C(=O)N1)C(C)C)C(C)C. Drug 2: C#CCC(CC1=CN=C2C(=N1)C(=NC(=N2)N)N)C3=CC=C(C=C3)C(=O)NC(CCC(=O)O)C(=O)O. Cell line: SR. Synergy scores: CSS=84.7, Synergy_ZIP=-2.82, Synergy_Bliss=-3.75, Synergy_Loewe=-3.05, Synergy_HSA=-1.23. (4) Drug 1: CC1=C2C(C(=O)C3(C(CC4C(C3C(C(C2(C)C)(CC1OC(=O)C(C(C5=CC=CC=C5)NC(=O)OC(C)(C)C)O)O)OC(=O)C6=CC=CC=C6)(CO4)OC(=O)C)O)C)O. Drug 2: C1C(C(OC1N2C=NC(=NC2=O)N)CO)O. Cell line: CCRF-CEM. Synergy scores: CSS=41.9, Synergy_ZIP=-8.01, Synergy_Bliss=-13.9, Synergy_Loewe=-12.5, Synergy_HSA=-7.91. (5) Drug 1: C1CCN(CC1)CCOC2=CC=C(C=C2)C(=O)C3=C(SC4=C3C=CC(=C4)O)C5=CC=C(C=C5)O. Drug 2: C1=CC(=CC=C1C#N)C(C2=CC=C(C=C2)C#N)N3C=NC=N3. Cell line: NCI-H226. Synergy scores: CSS=1.40, Synergy_ZIP=11.0, Synergy_Bliss=4.95, Synergy_Loewe=-0.116, Synergy_HSA=-0.795. (6) Drug 1: C1CC(=O)NC(=O)C1N2CC3=C(C2=O)C=CC=C3N. Drug 2: CC1C(C(CC(O1)OC2CC(CC3=C2C(=C4C(=C3O)C(=O)C5=CC=CC=C5C4=O)O)(C(=O)C)O)N)O. Cell line: HCC-2998. Synergy scores: CSS=61.5, Synergy_ZIP=2.45, Synergy_Bliss=5.86, Synergy_Loewe=-36.5, Synergy_HSA=-3.09. (7) Drug 1: CC1C(C(CC(O1)OC2CC(CC3=C2C(=C4C(=C3O)C(=O)C5=C(C4=O)C(=CC=C5)OC)O)(C(=O)CO)O)N)O.Cl. Drug 2: C1=NC2=C(N1)C(=S)N=C(N2)N. Cell line: A498. Synergy scores: CSS=14.3, Synergy_ZIP=-3.33, Synergy_Bliss=-0.415, Synergy_Loewe=-0.806, Synergy_HSA=1.96. (8) Drug 1: C1=CC(=C2C(=C1NCCNCCO)C(=O)C3=C(C=CC(=C3C2=O)O)O)NCCNCCO. Drug 2: CCCS(=O)(=O)NC1=C(C(=C(C=C1)F)C(=O)C2=CNC3=C2C=C(C=N3)C4=CC=C(C=C4)Cl)F. Cell line: CAKI-1. Synergy scores: CSS=50.7, Synergy_ZIP=-0.464, Synergy_Bliss=-1.07, Synergy_Loewe=-27.4, Synergy_HSA=1.37. (9) Drug 1: COC1=C(C=C2C(=C1)N=CN=C2NC3=CC(=C(C=C3)F)Cl)OCCCN4CCOCC4. Drug 2: C1=CC(=CC=C1CCCC(=O)O)N(CCCl)CCCl. Cell line: IGROV1. Synergy scores: CSS=71.1, Synergy_ZIP=14.2, Synergy_Bliss=14.2, Synergy_Loewe=19.0, Synergy_HSA=20.9.